From a dataset of NCI-60 drug combinations with 297,098 pairs across 59 cell lines. Regression. Given two drug SMILES strings and cell line genomic features, predict the synergy score measuring deviation from expected non-interaction effect. (1) Drug 1: CCC(=C(C1=CC=CC=C1)C2=CC=C(C=C2)OCCN(C)C)C3=CC=CC=C3.C(C(=O)O)C(CC(=O)O)(C(=O)O)O. Drug 2: C1=CN(C=N1)CC(O)(P(=O)(O)O)P(=O)(O)O. Cell line: OVCAR-8. Synergy scores: CSS=1.30, Synergy_ZIP=1.09, Synergy_Bliss=1.55, Synergy_Loewe=0.229, Synergy_HSA=0.444. (2) Cell line: CCRF-CEM. Drug 2: C1CNP(=O)(OC1)N(CCCl)CCCl. Drug 1: CC1OCC2C(O1)C(C(C(O2)OC3C4COC(=O)C4C(C5=CC6=C(C=C35)OCO6)C7=CC(=C(C(=C7)OC)O)OC)O)O. Synergy scores: CSS=52.9, Synergy_ZIP=1.48, Synergy_Bliss=1.47, Synergy_Loewe=-39.3, Synergy_HSA=0.301.